Predict the product of the given reaction. From a dataset of Forward reaction prediction with 1.9M reactions from USPTO patents (1976-2016). (1) The product is: [NH:31]1[CH2:32][CH2:33][CH:28]([C:25]2[CH:24]=[CH:23][C:22]([C:19]3[CH:20]=[C:21]4[C:13]([C:11]5[CH:10]=[N:9][N:8]([CH2:7][C:4]6[CH:3]=[CH:2][N:1]=[CH:6][CH:5]=6)[CH:12]=5)=[CH:14][NH:15][C:16]4=[N:17][CH:18]=3)=[CH:27][CH:26]=2)[CH2:29][CH2:30]1. Given the reactants [N:1]1[CH:6]=[CH:5][C:4]([CH2:7][N:8]2[CH:12]=[C:11]([C:13]3[C:21]4[C:16](=[N:17][CH:18]=[C:19]([C:22]5[CH:27]=[CH:26][C:25]([CH:28]6[CH2:33][CH2:32][N:31](C(OC(C)(C)C)=O)[CH2:30][CH2:29]6)=[CH:24][CH:23]=5)[CH:20]=4)[NH:15][CH:14]=3)[CH:10]=[N:9]2)=[CH:3][CH:2]=1, predict the reaction product. (2) Given the reactants [CH3:1][N:2]([CH3:6])[CH2:3][CH2:4][OH:5].[H-].[Na+].[CH2:9]([O:16][C:17]1[C:22]([CH3:23])=[CH:21][C:20]([C:24]2[NH:33][C:32](=[O:34])[C:31]3[C:26](=[CH:27][C:28]([F:36])=[CH:29][C:30]=3F)[N:25]=2)=[CH:19][C:18]=1[CH3:37])[C:10]1[CH:15]=[CH:14][CH:13]=[CH:12][CH:11]=1, predict the reaction product. The product is: [CH2:9]([O:16][C:17]1[C:22]([CH3:23])=[CH:21][C:20]([C:24]2[NH:33][C:32](=[O:34])[C:31]3[C:26](=[CH:27][C:28]([F:36])=[CH:29][C:30]=3[O:5][CH2:4][CH2:3][N:2]([CH3:6])[CH3:1])[N:25]=2)=[CH:19][C:18]=1[CH3:37])[C:10]1[CH:11]=[CH:12][CH:13]=[CH:14][CH:15]=1. (3) The product is: [CH2:1]([O:3][CH2:4][CH2:5][NH:6][CH2:7][C:8]([N:10]1[CH:14]=[C:13]([NH:15][C:33](=[O:34])[C@@H:32]([NH:31][CH:25]2[CH2:24][CH2:23][C:22]3[C:27](=[C:28]([F:30])[CH:29]=[C:20]([F:19])[CH:21]=3)[CH2:26]2)[CH2:36][CH2:37][CH3:38])[N:12]=[CH:11]1)([CH3:18])[CH3:9])[CH3:2]. Given the reactants [CH2:1]([O:3][CH2:4][CH2:5][NH:6][CH2:7][C:8]([CH3:18])([N:10]1[CH:14]=[C:13]([N+:15]([O-])=O)[N:12]=[CH:11]1)[CH3:9])[CH3:2].[F:19][C:20]1[CH:21]=[C:22]2[C:27](=[C:28]([F:30])[CH:29]=1)[CH2:26][CH:25]([NH:31][CH:32]([CH2:36][CH2:37][CH3:38])[C:33](O)=[O:34])[CH2:24][CH2:23]2, predict the reaction product. (4) Given the reactants C[O:2][C:3](=[O:20])[CH:4]([NH:8][C:9](=[O:19])[CH2:10][CH2:11][C:12]1[CH:17]=[CH:16][C:15]([OH:18])=[CH:14][CH:13]=1)[CH:5]([CH3:7])[CH3:6].[OH-].[Li+].Cl, predict the reaction product. The product is: [OH:18][C:15]1[CH:14]=[CH:13][C:12]([CH2:11][CH2:10][C:9]([NH:8][CH:4]([CH:5]([CH3:7])[CH3:6])[C:3]([OH:20])=[O:2])=[O:19])=[CH:17][CH:16]=1. (5) Given the reactants F[P-](F)(F)(F)(F)F.N1(O[P+](N(C)C)(N(C)C)N(C)C)C2C=CC=CC=2N=N1.[Cl:28][C:29]1[CH:30]=[C:31]2[C:35](=[CH:36][CH:37]=1)[NH:34][C:33]([C:38]([OH:40])=O)=[CH:32]2.[NH2:41][C:42]1[CH:47]=[C:46]([S:48]([CH2:51][CH3:52])(=[O:50])=[O:49])[CH:45]=[CH:44][C:43]=1[OH:53].Cl, predict the reaction product. The product is: [CH2:51]([S:48]([C:46]1[CH:45]=[CH:44][C:43]([OH:53])=[C:42]([NH:41][C:38]([C:33]2[NH:34][C:35]3[C:31]([CH:32]=2)=[CH:30][C:29]([Cl:28])=[CH:37][CH:36]=3)=[O:40])[CH:47]=1)(=[O:50])=[O:49])[CH3:52].